Dataset: Forward reaction prediction with 1.9M reactions from USPTO patents (1976-2016). Task: Predict the product of the given reaction. The product is: [CH3:38][O:39][C:40]([C:42]1[CH:47]=[CH:46][CH:45]=[CH:44][C:43]=1[NH:48][C:49]1[N:53]([C:54]2[CH:59]=[CH:58][CH:57]=[CH:56][C:55]=2[CH3:60])[N:52]=[C:51]([CH3:61])[C:50]=1[C:28]1[CH:33]=[CH:32][N:31]2[N:34]=[CH:35][N:36]=[C:30]2[CH:29]=1)=[O:41]. Given the reactants C1(P(C2CCCCC2)C2CCCCC2)CCCCC1.CC1(C)C(C)(C)OB([C:28]2[CH:33]=[CH:32][N:31]3[N:34]=[CH:35][N:36]=[C:30]3[CH:29]=2)O1.[CH3:38][O:39][C:40]([C:42]1[CH:47]=[CH:46][CH:45]=[CH:44][C:43]=1[NH:48][C:49]1[N:53]([C:54]2[CH:59]=[CH:58][CH:57]=[CH:56][C:55]=2[CH3:60])[N:52]=[C:51]([CH3:61])[C:50]=1Br)=[O:41].P([O-])([O-])([O-])=O.[K+].[K+].[K+], predict the reaction product.